This data is from Reaction yield outcomes from USPTO patents with 853,638 reactions. The task is: Predict the reaction yield, written as a fraction of the theoretical maximum amount of product (1.0 means a 100% yield; for example, 0.34 means a 34% yield). (1) The reactants are [S:1]([N:11]1[C:15]2=[N:16][CH:17]=[C:18]([CH2:20]O)[N:19]=[C:14]2[CH:13]=[CH:12]1)([C:4]1[CH:10]=[CH:9][C:7]([CH3:8])=[CH:6][CH:5]=1)(=[O:3])=[O:2].O=S(Cl)Cl.[N-:26]=[N+:27]=[N-:28].[Na+].CCOC(C)=O. The catalyst is C(Cl)Cl. The product is [N:26]([CH2:20][C:18]1[N:19]=[C:14]2[CH:13]=[CH:12][N:11]([S:1]([C:4]3[CH:10]=[CH:9][C:7]([CH3:8])=[CH:6][CH:5]=3)(=[O:3])=[O:2])[C:15]2=[N:16][CH:17]=1)=[N+:27]=[N-:28]. The yield is 0.820. (2) The reactants are [NH:1]1[CH2:6][CH2:5][CH:4]([C:7]2[CH:12]=[CH:11][C:10]([S:13]([NH:16][C:17]3[S:18][CH:19]=[CH:20][N:21]=3)(=[O:15])=[O:14])=[CH:9][CH:8]=2)[CH2:3][CH2:2]1.[Cl:22][C:23]1[CH:24]=[C:25]2[CH:31]=[CH:30][N:29]([CH2:32][CH2:33][C:34](O)=[O:35])[C:26]2=[N:27][CH:28]=1.CN(C(ON1N=NC2C=CC=NC1=2)=[N+](C)C)C.F[P-](F)(F)(F)(F)F.CCN(C(C)C)C(C)C. The catalyst is C1COCC1. The product is [Cl:22][C:23]1[CH:24]=[C:25]2[CH:31]=[CH:30][N:29]([CH2:32][CH2:33][C:34]([N:1]3[CH2:2][CH2:3][CH:4]([C:7]4[CH:8]=[CH:9][C:10]([S:13]([NH:16][C:17]5[S:18][CH:19]=[CH:20][N:21]=5)(=[O:14])=[O:15])=[CH:11][CH:12]=4)[CH2:5][CH2:6]3)=[O:35])[C:26]2=[N:27][CH:28]=1. The yield is 0.550. (3) The catalyst is C(O)(=O)C.C(O)C. The yield is 0.910. The product is [CH2:1]([O:3][C:4](=[C:13]([C:12]#[N:16])[C:14]#[N:15])[CH3:5])[CH3:2]. The reactants are [C:1](OCC)(OCC)([O:3][CH2:4][CH3:5])[CH3:2].[C:12](#[N:16])[CH2:13][C:14]#[N:15]. (4) The reactants are [CH3:1][C:2]([CH3:29])([CH3:28])[CH2:3][O:4][C:5]1([C:8]2[CH:13]=[CH:12][C:11]([C:14]#[C:15][C:16]3[CH:26]=[CH:25][C:19]([C:20]([O:22]CC)=[O:21])=[CH:18][CH:17]=3)=[CH:10][C:9]=2[CH3:27])[CH2:7][CH2:6]1. The catalyst is C(O)C.O1CCCC1. The product is [CH3:1][C:2]([CH3:29])([CH3:28])[CH2:3][O:4][C:5]1([C:8]2[CH:13]=[CH:12][C:11]([C:14]#[C:15][C:16]3[CH:17]=[CH:18][C:19]([C:20]([OH:22])=[O:21])=[CH:25][CH:26]=3)=[CH:10][C:9]=2[CH3:27])[CH2:7][CH2:6]1. The yield is 0.430.